Dataset: Full USPTO retrosynthesis dataset with 1.9M reactions from patents (1976-2016). Task: Predict the reactants needed to synthesize the given product. (1) Given the product [F:23][C:19]1([F:22])[CH2:20][CH2:21][CH:16]([NH:15][C:13]2[N:14]=[C:9]([NH:8][CH:5]3[CH2:4][CH2:3][C:2]([F:32])([F:1])[CH2:7][CH2:6]3)[N:10]=[C:11]([C:24]3[C:29]([F:30])=[CH:28][CH:27]=[C:26]([NH:34][NH2:35])[N:25]=3)[N:12]=2)[CH2:17][CH2:18]1, predict the reactants needed to synthesize it. The reactants are: [F:1][C:2]1([F:32])[CH2:7][CH2:6][CH:5]([NH:8][C:9]2[N:14]=[C:13]([NH:15][CH:16]3[CH2:21][CH2:20][C:19]([F:23])([F:22])[CH2:18][CH2:17]3)[N:12]=[C:11]([C:24]3[C:29]([F:30])=[CH:28][CH:27]=[C:26](F)[N:25]=3)[N:10]=2)[CH2:4][CH2:3]1.O.[NH2:34][NH2:35]. (2) Given the product [CH3:22][N:2]([CH3:1])[CH2:3][CH2:4][CH2:5][C:6]1[C:11]([O:12][CH2:13][CH2:14][OH:15])=[CH:10][CH:9]=[CH:8][N:7]=1, predict the reactants needed to synthesize it. The reactants are: [CH3:1][N:2]([CH3:22])[CH2:3]/[CH:4]=[CH:5]\[C:6]1[C:11]([O:12][CH2:13][CH2:14][O:15]C2CCCCO2)=[CH:10][CH:9]=[CH:8][N:7]=1. (3) Given the product [NH2:1][C:2]1[C:6]([CH:7]=[O:8])=[CH:5][N:4]([C:9]2[CH:10]=[CH:11][CH:12]=[CH:13][CH:14]=2)[N:3]=1, predict the reactants needed to synthesize it. The reactants are: [NH2:1][C:2]1[C:6]([CH2:7][OH:8])=[CH:5][N:4]([C:9]2[CH:14]=[CH:13][CH:12]=[CH:11][CH:10]=2)[N:3]=1. (4) Given the product [Cl:32][C:33]1[CH:38]=[CH:37][C:36]([O:1][CH2:2][CH2:3][CH2:4][C:5]2[C:13]3[C:8]4=[C:9]([S:14][CH2:15][CH2:16][N:7]4[C:6]=2[C:17]([OH:19])=[O:18])[CH:10]=[CH:11][CH:12]=3)=[CH:35][C:34]=1[CH3:40], predict the reactants needed to synthesize it. The reactants are: [OH:1][CH2:2][CH2:3][CH2:4][C:5]1[C:13]2[C:8]3=[C:9]([S:14][CH2:15][CH2:16][N:7]3[C:6]=1[C:17]([O:19]C)=[O:18])[CH:10]=[CH:11][CH:12]=2.C1(O)C2C(=CC=CC=2)C=CC=1.[Cl:32][C:33]1[CH:38]=[CH:37][C:36](O)=[CH:35][C:34]=1[CH3:40]. (5) Given the product [C:1]([O:5][C:6](=[O:35])[N:7]([C:9]1[CH:17]=[C:16]2[C:12]([C:13]([S:27][C:28]3[CH:33]=[CH:32][CH:31]=[CH:30][C:29]=3[C:36](=[O:38])[CH3:37])=[CH:14][N:15]2[CH2:18][C:19]2[CH:24]=[C:23]([F:25])[CH:22]=[C:21]([F:26])[CH:20]=2)=[CH:11][CH:10]=1)[CH3:8])([CH3:4])([CH3:3])[CH3:2], predict the reactants needed to synthesize it. The reactants are: [C:1]([O:5][C:6](=[O:35])[N:7]([C:9]1[CH:17]=[C:16]2[C:12]([C:13]([S:27][C:28]3[CH:33]=[CH:32][CH:31]=[CH:30][C:29]=3Br)=[CH:14][N:15]2[CH2:18][C:19]2[CH:24]=[C:23]([F:25])[CH:22]=[C:21]([F:26])[CH:20]=2)=[CH:11][CH:10]=1)[CH3:8])([CH3:4])([CH3:3])[CH3:2].[CH2:36]([O:38]C([Sn](CCCC)(CCCC)CCCC)=C)[CH3:37].Cl. (6) Given the product [CH2:43]([N:13]1[C:12]2[CH:31]=[CH:32][C:9]([O:8][CH2:1][C:2]3[CH:3]=[CH:4][CH:5]=[CH:6][CH:7]=3)=[CH:10][C:11]=2[O:16][CH2:15][C@H:14]1[C:17]1[CH:22]=[CH:21][C:20]([O:23][CH2:24][C:25]2[CH:26]=[CH:27][CH:28]=[CH:29][CH:30]=2)=[CH:19][CH:18]=1)[CH:42]=[CH2:41], predict the reactants needed to synthesize it. The reactants are: [CH2:1]([O:8][C:9]1[CH:32]=[CH:31][C:12]2[NH:13][C@H:14]([C:17]3[CH:22]=[CH:21][C:20]([O:23][CH2:24][C:25]4[CH:30]=[CH:29][CH:28]=[CH:27][CH:26]=4)=[CH:19][CH:18]=3)[CH2:15][O:16][C:11]=2[CH:10]=1)[C:2]1[CH:7]=[CH:6][CH:5]=[CH:4][CH:3]=1.[I-].[Na+].C(=O)([O-])[O-].[K+].[K+].[CH2:41](Br)[CH:42]=[CH2:43]. (7) Given the product [C:103](=[O:114])([O:104][C:105]1[CH:106]=[CH:107][C:108]([N+:111]([O-:113])=[O:112])=[CH:109][CH:110]=1)[O:54][CH2:53][C:50]1[CH:49]=[CH:48][C:47]([NH:46][C:44](=[O:45])[C@@H:43]([NH:42][C:40](=[O:41])[CH2:39][C@@H:30]([NH:29][C:27](=[O:28])[CH2:26][CH2:25][C:24]([NH:23][CH2:22][CH2:21][CH2:20][O:19][C@@H:16]2[CH2:15][C:14]3[C@@:2]([CH3:1])([C@@H:3]4[C@@H:11]([CH2:12][CH:13]=3)[C@H:10]3[C@@:6]([CH3:90])([C@@H:7]([C@@H:82]([CH2:84][CH2:85][CH2:86][CH:87]([CH3:89])[CH3:88])[CH3:83])[CH2:8][CH2:9]3)[CH2:5][CH2:4]4)[CH2:18][CH2:17]2)=[O:81])[CH2:31][C:32]2[CH:37]=[CH:36][C:35]([F:38])=[CH:34][CH:33]=2)[CH2:55][CH2:56][CH2:57][CH2:58][N:59]([C:73]2[CH:74]=[CH:75][C:76]([O:79][CH3:80])=[CH:77][CH:78]=2)[CH:60]([C:67]2[CH:68]=[CH:69][CH:70]=[CH:71][CH:72]=2)[C:61]2[CH:66]=[CH:65][CH:64]=[CH:63][CH:62]=2)=[CH:52][CH:51]=1, predict the reactants needed to synthesize it. The reactants are: [CH3:1][C@:2]12[CH2:18][CH2:17][C@H:16]([O:19][CH2:20][CH2:21][CH2:22][NH:23][C:24](=[O:81])[CH2:25][CH2:26][C:27]([NH:29][C@H:30]([CH2:39][C:40]([NH:42][C@@H:43]([CH2:55][CH2:56][CH2:57][CH2:58][N:59]([C:73]3[CH:78]=[CH:77][C:76]([O:79][CH3:80])=[CH:75][CH:74]=3)[CH:60]([C:67]3[CH:72]=[CH:71][CH:70]=[CH:69][CH:68]=3)[C:61]3[CH:66]=[CH:65][CH:64]=[CH:63][CH:62]=3)[C:44]([NH:46][C:47]3[CH:52]=[CH:51][C:50]([CH2:53][OH:54])=[CH:49][CH:48]=3)=[O:45])=[O:41])[CH2:31][C:32]3[CH:37]=[CH:36][C:35]([F:38])=[CH:34][CH:33]=3)=[O:28])[CH2:15][C:14]1=[CH:13][CH2:12][C@@H:11]1[C@@H:3]2[CH2:4][CH2:5][C@@:6]2([CH3:90])[C@H:10]1[CH2:9][CH2:8][C@@H:7]2[C@@H:82]([CH2:84][CH2:85][CH2:86][CH:87]([CH3:89])[CH3:88])[CH3:83].CCN(C(C)C)C(C)C.C(Cl)Cl.[C:103](=O)([O:114]C1C=CC([N+]([O-])=O)=CC=1)[O:104][C:105]1[CH:110]=[CH:109][C:108]([N+:111]([O-:113])=[O:112])=[CH:107][CH:106]=1. (8) Given the product [CH3:98][O:99][C:100]([C@@H:102]1[CH2:106][C@@H:105]([S:107]([C:110]2[CH:115]=[CH:114][CH:113]=[CH:112][C:111]=2[C:116]([F:119])([F:117])[F:118])(=[O:109])=[O:108])[CH2:104][N:103]1[C:120]1[N:121]([CH:126]2[CH2:131][CH2:130][CH2:129][CH2:128][CH2:127]2)[N:122]=[C:123]([CH3:125])[CH:124]=1)=[O:101], predict the reactants needed to synthesize it. The reactants are: C(C1(NC([C@@H]2C[C@@H](S(C3C=CC=CC=3C(F)(F)F)(=O)=O)CN2C2N(C3C=CC=CC=3)N=C(C)C=2)=O)CC1)#N.COC([C@H]1C[C@@H](S(C2C=CC=CC=2C(F)(F)F)(=O)=O)CN1C(=O)CC(=O)C)=O.COC1C=CC(P2(SP(C3C=CC(OC)=CC=3)(=S)S2)=S)=CC=1.Cl.C1(NN)CCCCC1.[CH3:98][O:99][C:100]([C@H:102]1[CH2:106][C@@H:105]([S:107]([C:110]2[CH:115]=[CH:114][CH:113]=[CH:112][C:111]=2[C:116]([F:119])([F:118])[F:117])(=[O:109])=[O:108])[CH2:104][N:103]1[C:120]1[N:121]([CH:126]2[CH2:131][CH2:130][CH2:129][CH2:128][CH2:127]2)[N:122]=[C:123]([CH3:125])[CH:124]=1)=[O:101].